From a dataset of Forward reaction prediction with 1.9M reactions from USPTO patents (1976-2016). Predict the product of the given reaction. (1) Given the reactants Br[C:2]1[CH:3]=[C:4]2[C:9](=[CH:10][C:11]=1[O:12][CH3:13])[N:8]=[CH:7][C:6]([C:14]([O:16][CH2:17][CH3:18])=[O:15])=[C:5]2[NH:19][C:20]1[CH:25]=[CH:24][CH:23]=[C:22]([CH2:26][O:27][Si:28]([C:31]([CH3:34])([CH3:33])[CH3:32])([CH3:30])[CH3:29])[C:21]=1[CH2:35][CH3:36].C(=O)([O-])[O-].[Cs+].[Cs+].[C:43]([O:47][C:48](=[O:53])[NH:49][CH2:50][CH2:51][NH2:52])([CH3:46])([CH3:45])[CH3:44], predict the reaction product. The product is: [C:43]([O:47][C:48]([NH:49][CH2:50][CH2:51][NH:52][C:2]1[CH:3]=[C:4]2[C:9](=[CH:10][C:11]=1[O:12][CH3:13])[N:8]=[CH:7][C:6]([C:14]([O:16][CH2:17][CH3:18])=[O:15])=[C:5]2[NH:19][C:20]1[CH:25]=[CH:24][CH:23]=[C:22]([CH2:26][O:27][Si:28]([C:31]([CH3:34])([CH3:33])[CH3:32])([CH3:30])[CH3:29])[C:21]=1[CH2:35][CH3:36])=[O:53])([CH3:46])([CH3:45])[CH3:44]. (2) Given the reactants [Cl:1][C:2]1[CH:9]=[CH:8][C:5]([CH:6]=O)=[CH:4][C:3]=1[F:10].C(O)(=O)[CH2:12][C:13]([OH:15])=[O:14].N1C=CC=CC=1.Cl, predict the reaction product. The product is: [Cl:1][C:2]1[CH:9]=[CH:8][C:5](/[CH:6]=[CH:12]/[C:13]([OH:15])=[O:14])=[CH:4][C:3]=1[F:10]. (3) Given the reactants [C:1]([CH2:4][C:5]1([CH2:10][C:11](O)=[O:12])[CH2:9][CH2:8][CH2:7][CH2:6]1)(O)=[O:2].B.C1COCC1, predict the reaction product. The product is: [OH:2][CH2:1][CH2:4][C:5]1([CH2:10][CH2:11][OH:12])[CH2:6][CH2:7][CH2:8][CH2:9]1. (4) Given the reactants [F:1][C:2]1[CH:3]=[C:4]([C@@H:9]2[CH2:14][S:13](=[O:15])[CH2:12][C:11](=[O:16])[N:10]2[CH2:17][C:18]([O:20]CC2C=CC=CC=2)=[O:19])[CH:5]=[C:6]([F:8])[CH:7]=1.Cl.[Na+].[Cl-], predict the reaction product. The product is: [F:1][C:2]1[CH:3]=[C:4]([C@@H:9]2[CH2:14][S:13](=[O:15])[CH2:12][C:11](=[O:16])[N:10]2[CH2:17][C:18]([OH:20])=[O:19])[CH:5]=[C:6]([F:8])[CH:7]=1. (5) Given the reactants [F:1][CH:2]([F:32])[C:3]1[CH:8]=[C:7]([C@@:9]2([C:20]3[CH:25]=[CH:24][CH:23]=[C:22]([C:26]4[CH:27]=[N:28][CH:29]=[N:30][CH:31]=4)[CH:21]=3)[C:17]3[C:12](=[C:13]([F:18])[CH:14]=[CH:15][CH:16]=3)[C:11]([NH2:19])=[N:10]2)[CH:6]=[CH:5][N:4]=1.[C:33]([OH:40])(=[O:39])/[CH:34]=[CH:35]/[C:36]([OH:38])=[O:37], predict the reaction product. The product is: [C:33]([OH:40])(=[O:39])/[CH:34]=[CH:35]/[C:36]([OH:38])=[O:37].[F:32][CH:2]([F:1])[C:3]1[CH:8]=[C:7]([C@@:9]2([C:20]3[CH:25]=[CH:24][CH:23]=[C:22]([C:26]4[CH:27]=[N:28][CH:29]=[N:30][CH:31]=4)[CH:21]=3)[C:17]3[C:12](=[C:13]([F:18])[CH:14]=[CH:15][CH:16]=3)[C:11]([NH2:19])=[N:10]2)[CH:6]=[CH:5][N:4]=1.[F:32][CH:2]([C:3]1[CH:8]=[C:7]([C@@:9]2([C:20]3[CH:25]=[CH:24][CH:23]=[C:22]([C:26]4[CH:31]=[N:30][CH:29]=[N:28][CH:27]=4)[CH:21]=3)[C:17]3[C:12](=[C:13]([F:18])[CH:14]=[CH:15][CH:16]=3)[C:11]([NH2:19])=[N:10]2)[CH:6]=[CH:5][N:4]=1)[F:1]. (6) Given the reactants [NH2:1][C:2]1[C:7]([NH2:8])=[CH:6][CH:5]=[CH:4][C:3]=1[N+:9]([O-:11])=[O:10].[C:12](O)(=[O:16])[C:13](O)=[O:14], predict the reaction product. The product is: [OH:14][C:13]1[C:12]([OH:16])=[N:1][C:2]2[C:7](=[CH:6][CH:5]=[CH:4][C:3]=2[N+:9]([O-:11])=[O:10])[N:8]=1. (7) Given the reactants [CH:1]([N:14]1[CH2:17][CH:16]([CH2:18][CH2:19][OH:20])[CH2:15]1)([C:8]1[CH:13]=[CH:12][CH:11]=[CH:10][CH:9]=1)[C:2]1[CH:7]=[CH:6][CH:5]=[CH:4][CH:3]=1.[CH3:21]I.[H-].[Na+], predict the reaction product. The product is: [CH:1]([N:14]1[CH2:17][CH:16]([CH2:18][CH2:19][O:20][CH3:21])[CH2:15]1)([C:8]1[CH:13]=[CH:12][CH:11]=[CH:10][CH:9]=1)[C:2]1[CH:3]=[CH:4][CH:5]=[CH:6][CH:7]=1. (8) Given the reactants [CH3:1][N:2]1[C:6]2[N:7]=[C:8]([N:12]3[CH2:17][CH2:16][N:15]([C:18]4[CH:26]=[CH:25][C:21]([C:22](O)=[O:23])=[CH:20][CH:19]=4)[CH2:14][CH2:13]3)[NH:9][C:10](=[O:11])[C:5]=2[CH:4]=[CH:3]1.[CH:27]([N:30](CC)C(C)C)(C)[CH3:28].C(N)C.O1CCCC1.Cl.CN(C)CCCN=C=NCC.ON1C2C=CC=CC=2N=N1, predict the reaction product. The product is: [CH2:27]([NH:30][C:22](=[O:23])[C:21]1[CH:20]=[CH:19][C:18]([N:15]2[CH2:16][CH2:17][N:12]([C:8]3[NH:9][C:10](=[O:11])[C:5]4[CH:4]=[CH:3][N:2]([CH3:1])[C:6]=4[N:7]=3)[CH2:13][CH2:14]2)=[CH:26][CH:25]=1)[CH3:28]. (9) Given the reactants Cl.[NH:2]1[CH2:6][CH:5]=[CH:4][CH2:3]1.CCOC(C)=O.C([O-])([O-])=O.[K+].[K+].[CH:19]1[CH:24]=[CH:23][C:22]([CH2:25][O:26][C:27](Cl)=[O:28])=[CH:21][CH:20]=1, predict the reaction product. The product is: [N:2]1([C:27]([O:26][CH2:25][C:22]2[CH:23]=[CH:24][CH:19]=[CH:20][CH:21]=2)=[O:28])[CH2:6][CH:5]=[CH:4][CH2:3]1.